The task is: Predict the product of the given reaction.. This data is from Forward reaction prediction with 1.9M reactions from USPTO patents (1976-2016). (1) Given the reactants [NH2:1][C:2]1[CH:7]=[CH:6][C:5]([NH:8][CH:9]2[CH2:12][N:11]([C:13](=[O:15])[CH3:14])[CH2:10]2)=[CH:4][C:3]=1[O:16][CH3:17].CS[C:20]1[N:21]=[CH:22][C:23]2[CH:29]=[CH:28][C:27](=[O:30])[N:26]([C:31]3[CH:32]=[C:33]([NH:37][C:38](=[O:44])OC(C)(C)C)[CH:34]=[CH:35][CH:36]=3)[C:24]=2[N:25]=1.[CH3:45][CH2:46]N(C(C)C)C(C)C.CN1C(=O)CCC1, predict the reaction product. The product is: [C:13]([N:11]1[CH2:12][CH:9]([NH:8][C:5]2[CH:6]=[CH:7][C:2]([NH:1][C:20]3[N:21]=[CH:22][C:23]4[CH:29]=[CH:28][C:27](=[O:30])[N:26]([C:31]5[CH:32]=[C:33]([NH:37][C:38](=[O:44])[CH:45]=[CH2:46])[CH:34]=[CH:35][CH:36]=5)[C:24]=4[N:25]=3)=[C:3]([O:16][CH3:17])[CH:4]=2)[CH2:10]1)(=[O:15])[CH3:14]. (2) The product is: [NH2:1][C:4]1[CH:5]=[CH:6][C:7]([CH2:8][CH:9]([CH2:40][C:41]2[CH:46]=[CH:45][C:44]([NH2:47])=[CH:43][CH:42]=2)[C:10]([O:12][CH:13]2[CH2:37][CH2:36][C@@:35]3([CH3:38])[C:15](=[CH:16][CH2:17][C@@H:18]4[C@@H:34]3[CH2:33][CH2:32][C@@:31]3([CH3:39])[C@H:19]4[CH2:20][CH2:21][C@@H:22]3[C@H:23]([CH3:30])[CH2:24][CH2:25][CH2:26][CH:27]([CH3:29])[CH3:28])[CH2:14]2)=[O:11])=[CH:50][CH:51]=1. Given the reactants [N+:1]([C:4]1[CH:51]=[CH:50][C:7]([CH2:8][CH:9]([CH2:40][C:41]2[CH:46]=[CH:45][C:44]([N+:47]([O-])=O)=[CH:43][CH:42]=2)[C:10]([O:12][CH:13]2[CH2:37][CH2:36][C@@:35]3([CH3:38])[C:15](=[CH:16][CH2:17][C@@H:18]4[C@@H:34]3[CH2:33][CH2:32][C@@:31]3([CH3:39])[C@H:19]4[CH2:20][CH2:21][C@@H:22]3[C@H:23]([CH3:30])[CH2:24][CH2:25][CH2:26][CH:27]([CH3:29])[CH3:28])[CH2:14]2)=[O:11])=[CH:6][CH:5]=1)([O-])=O.[Cl-].[NH4+], predict the reaction product. (3) Given the reactants [NH2:1][C:2]1([C:6]2[CH:11]=[CH:10][C:9]([C:12]3[O:21][C:15]4[C:16](=[O:20])[NH:17][CH:18]=[CH:19][C:14]=4[C:13]=3[C:22]3[CH:27]=[CH:26][CH:25]=[CH:24][CH:23]=3)=[CH:8][CH:7]=2)[CH2:5][CH2:4][CH2:3]1.[C:28]([O:32][C:33](O[C:33]([O:32][C:28]([CH3:31])([CH3:30])[CH3:29])=[O:34])=[O:34])([CH3:31])([CH3:30])[CH3:29], predict the reaction product. The product is: [O:20]=[C:16]1[C:15]2[O:21][C:12]([C:9]3[CH:8]=[CH:7][C:6]([C:2]4([NH:1][C:33](=[O:34])[O:32][C:28]([CH3:31])([CH3:30])[CH3:29])[CH2:3][CH2:4][CH2:5]4)=[CH:11][CH:10]=3)=[C:13]([C:22]3[CH:27]=[CH:26][CH:25]=[CH:24][CH:23]=3)[C:14]=2[CH:19]=[CH:18][NH:17]1. (4) Given the reactants [Cl:1][C:2]1[CH:3]=[CH:4][C:5]([C:28]([F:31])([F:30])[F:29])=[C:6]([CH:27]=1)[CH2:7][N:8]1[CH2:13][CH2:12][NH:11][C:10]2[N:14]=[CH:15][C:16]([C:18]3[CH:19]=[C:20]([CH:24]=[CH:25][CH:26]=3)[C:21](O)=[O:22])=[CH:17][C:9]1=2.[NH2:32][CH:33]1[CH2:41][C:40]2[C:35](=[CH:36][CH:37]=[CH:38][CH:39]=2)[CH2:34]1, predict the reaction product. The product is: [Cl:1][C:2]1[CH:3]=[CH:4][C:5]([C:28]([F:29])([F:31])[F:30])=[C:6]([CH:27]=1)[CH2:7][N:8]1[CH2:13][CH2:12][NH:11][C:10]2[N:14]=[CH:15][C:16]([C:18]3[CH:19]=[C:20]([CH:24]=[CH:25][CH:26]=3)[C:21]([NH:32][CH:33]3[CH2:41][C:40]4[C:35](=[CH:36][CH:37]=[CH:38][CH:39]=4)[CH2:34]3)=[O:22])=[CH:17][C:9]1=2. (5) Given the reactants FC(F)(F)C(O)=O.[C:8]([C:10]1[CH:15]=[CH:14][C:13]([CH:16]([N:23]([C:38]2[CH:39]=[N:40][CH:41]=[CH:42][CH:43]=2)[C:24]2[N:29]=[C:28]([NH:30]C(=O)OC(C)(C)C)[CH:27]=[CH:26][CH:25]=2)[C:17]2[CH:18]=[N:19][CH:20]=[CH:21][CH:22]=2)=[CH:12][CH:11]=1)#[N:9], predict the reaction product. The product is: [NH2:30][C:28]1[N:29]=[C:24]([N:23]([CH:16]([C:17]2[CH:18]=[N:19][CH:20]=[CH:21][CH:22]=2)[C:13]2[CH:14]=[CH:15][C:10]([C:8]#[N:9])=[CH:11][CH:12]=2)[C:38]2[CH:39]=[N:40][CH:41]=[CH:42][CH:43]=2)[CH:25]=[CH:26][CH:27]=1. (6) Given the reactants [H-].[Na+].[Si:3]([O:10][CH2:11][C@@H:12]([NH:14][C:15](=[O:21])[O:16][C:17]([CH3:20])([CH3:19])[CH3:18])[CH3:13])([C:6]([CH3:9])([CH3:8])[CH3:7])([CH3:5])[CH3:4].[CH3:22]I, predict the reaction product. The product is: [Si:3]([O:10][CH2:11][C@@H:12]([N:14]([CH3:22])[C:15](=[O:21])[O:16][C:17]([CH3:20])([CH3:19])[CH3:18])[CH3:13])([C:6]([CH3:9])([CH3:7])[CH3:8])([CH3:5])[CH3:4].